Dataset: Catalyst prediction with 721,799 reactions and 888 catalyst types from USPTO. Task: Predict which catalyst facilitates the given reaction. (1) Reactant: [F:1][C:2]1[CH:35]=[CH:34][C:5]([CH2:6][N:7]2[C:19](=[O:20])[C:18]3[C:17]([O:21][Si:22]([CH:29]([CH3:31])[CH3:30])([CH:26]([CH3:28])[CH3:27])[CH:23]([CH3:25])[CH3:24])=[C:16]4[C:11]([CH:12]=[CH:13][CH:14]=[N:15]4)=[C:10]([NH2:32])[C:9]=3[C:8]2=[O:33])=[CH:4][CH:3]=1.C(N(CC)CC)C.[CH3:43][S:44]([Cl:47])(=[O:46])=[O:45].[NH4+].[Cl-]. Product: [CH3:43][S:44]([Cl:47])(=[O:46])=[O:45].[F:1][C:2]1[CH:3]=[CH:4][C:5]([CH2:6][N:7]2[C:19](=[O:20])[C:18]3[C:17]([O:21][Si:22]([CH:29]([CH3:31])[CH3:30])([CH:26]([CH3:27])[CH3:28])[CH:23]([CH3:25])[CH3:24])=[C:16]4[C:11]([CH:12]=[CH:13][CH:14]=[N:15]4)=[C:10]([N:32]([S:44]([CH3:43])(=[O:46])=[O:45])[S:44]([CH3:43])(=[O:46])=[O:45])[C:9]=3[C:8]2=[O:33])=[CH:34][CH:35]=1. The catalyst class is: 46. (2) Reactant: C(O[C:4](=[N:6][C:7](=O)[C:8]1[CH:13]=[CH:12][C:11]([CH3:14])=[CH:10][CH:9]=1)[CH3:5])C.[NH:16]([C:18]1[N:23]=[CH:22][C:21]([S:24]([NH2:27])(=[O:26])=[O:25])=[CH:20][CH:19]=1)[NH2:17].O. Product: [CH3:5][C:4]1[N:6]=[C:7]([C:8]2[CH:9]=[CH:10][C:11]([CH3:14])=[CH:12][CH:13]=2)[N:16]([C:18]2[N:23]=[CH:22][C:21]([S:24]([NH2:27])(=[O:25])=[O:26])=[CH:20][CH:19]=2)[N:17]=1. The catalyst class is: 98. (3) Reactant: [NH2:1][C:2]1[CH:3]=[C:4]([CH:16]=[C:17]([C:19]#[C:20][Si](C(C)C)(C(C)C)C(C)C)[CH:18]=1)[C:5]([NH:7][CH2:8][CH2:9][N:10]1[CH2:15][CH2:14][O:13][CH2:12][CH2:11]1)=[O:6].CCCC[N+](CCCC)(CCCC)CCCC.[F-]. Product: [NH2:1][C:2]1[CH:3]=[C:4]([CH:16]=[C:17]([C:19]#[CH:20])[CH:18]=1)[C:5]([NH:7][CH2:8][CH2:9][N:10]1[CH2:15][CH2:14][O:13][CH2:12][CH2:11]1)=[O:6]. The catalyst class is: 1.